Dataset: Catalyst prediction with 721,799 reactions and 888 catalyst types from USPTO. Task: Predict which catalyst facilitates the given reaction. Reactant: [C:1]12([CH:11]=[C:12]([C:15]3[CH:20]=[CH:19][CH:18]=[CH:17][CH:16]=3)[C:13]#[N:14])[CH2:10][CH:5]3[CH2:6][CH:7]([CH2:9][CH:3]([CH2:4]3)[CH2:2]1)[CH2:8]2. Product: [C:1]12([CH2:11][CH:12]([C:15]3[CH:16]=[CH:17][CH:18]=[CH:19][CH:20]=3)[C:13]#[N:14])[CH2:10][CH:5]3[CH2:6][CH:7]([CH2:9][CH:3]([CH2:4]3)[CH2:2]1)[CH2:8]2. The catalyst class is: 99.